Predict the product of the given reaction. From a dataset of Forward reaction prediction with 1.9M reactions from USPTO patents (1976-2016). (1) Given the reactants [CH2:1]([N:4]1[CH2:10][CH2:9][C:8]2[CH:11]=[C:12]([NH2:15])[CH:13]=[CH:14][C:7]=2[CH2:6][CH2:5]1)[C:2]#[CH:3].Cl[C:17]1[N:22]=[C:21]([NH:23][C:24]2[CH:33]=[CH:32][CH:31]=[CH:30][C:25]=2[C:26]([NH:28][CH3:29])=[O:27])[C:20]([Cl:34])=[CH:19][N:18]=1, predict the reaction product. The product is: [Cl:34][C:20]1[C:21]([NH:23][C:24]2[CH:33]=[CH:32][CH:31]=[CH:30][C:25]=2[C:26]([NH:28][CH3:29])=[O:27])=[N:22][C:17]([NH:15][C:12]2[CH:13]=[CH:14][C:7]3[CH2:6][CH2:5][N:4]([CH2:1][C:2]#[CH:3])[CH2:10][CH2:9][C:8]=3[CH:11]=2)=[N:18][CH:19]=1. (2) Given the reactants [CH3:1][O:2][C:3]1[CH:4]=[C:5]([NH:9][C:10]2[NH:14][C:13]3[CH:15]=[CH:16][C:17]([C:19]([O:21][CH3:22])=[O:20])=[CH:18][C:12]=3[N:11]=2)[CH:6]=[CH:7][CH:8]=1.Cl[C:24]1[N:29]=[C:28](Cl)[N:27]=[C:26]([CH3:31])[N:25]=1.C([N:34](C(C)C)C(C)C)C.N.CO, predict the reaction product. The product is: [NH2:34][C:28]1[N:27]=[C:26]([CH3:31])[N:25]=[C:24]([N:11]2[C:12]3[CH:18]=[C:17]([C:19]([O:21][CH3:22])=[O:20])[CH:16]=[CH:15][C:13]=3[N:14]=[C:10]2[NH:9][C:5]2[CH:6]=[CH:7][CH:8]=[C:3]([O:2][CH3:1])[CH:4]=2)[N:29]=1. (3) Given the reactants Br[C:2]1[C:3]([N:22]2[CH2:25][CH:24]([OH:26])[CH2:23]2)=[N:4][CH:5]=[C:6]([CH:21]=1)[C:7]([NH:9][C:10]1[CH:15]=[CH:14][C:13]([O:16][C:17]([F:20])([F:19])[F:18])=[CH:12][CH:11]=1)=[O:8].[CH3:27][C:28]1[CH:32]=[C:31](B2OC(C)(C)C(C)(C)O2)[N:30](C2CCCCO2)[N:29]=1, predict the reaction product. The product is: [OH:26][CH:24]1[CH2:25][N:22]([C:3]2[C:2]([C:31]3[NH:30][N:29]=[C:28]([CH3:27])[CH:32]=3)=[CH:21][C:6]([C:7]([NH:9][C:10]3[CH:15]=[CH:14][C:13]([O:16][C:17]([F:20])([F:19])[F:18])=[CH:12][CH:11]=3)=[O:8])=[CH:5][N:4]=2)[CH2:23]1. (4) The product is: [CH2:12]([O:11][P:10]([CH:5]([C:4]1[CH:7]=[CH:8][CH:9]=[C:2]([Br:1])[CH:3]=1)[OH:6])[O:14][CH2:15][CH3:16])[CH3:13]. Given the reactants [Br:1][C:2]1[CH:3]=[C:4]([CH:7]=[CH:8][CH:9]=1)[CH:5]=[O:6].[PH:10](=O)([O:14][CH2:15][CH3:16])[O:11][CH2:12][CH3:13], predict the reaction product. (5) Given the reactants [CH3:1][S:2]([C:5]1[CH:23]=[CH:22][C:8]([CH:9]=[C:10]2[C:19]3[C:14](=[CH:15][CH:16]=[CH:17][CH:18]=3)[CH2:13][CH2:12]/[C:11]/2=[N:20]\[OH:21])=[CH:7][CH:6]=1)(=[O:4])=[O:3].[CH2:24](I)[CH3:25].C(=O)([O-])[O-].[K+].[K+].CN(C)C=O, predict the reaction product. The product is: [CH2:24]([O:21]/[N:20]=[C:11]1/[C:10](=[CH:9][C:8]2[CH:7]=[CH:6][C:5]([S:2]([CH3:1])(=[O:4])=[O:3])=[CH:23][CH:22]=2)[C:19]2[C:14]([CH2:13][CH2:12]/1)=[CH:15][CH:16]=[CH:17][CH:18]=2)[CH3:25]. (6) Given the reactants [Cl:1][C:2]1[C:3]([O:12][C:13]2[CH:18]=[C:17]([O:19][CH2:20][CH2:21][O:22][CH3:23])[CH:16]=[CH:15][C:14]=2/[CH:24]=[CH:25]/[C:26]([OH:28])=O)=[N:4][CH:5]=[C:6]([C:8]([F:11])([F:10])[F:9])[CH:7]=1.Cl.C(N=C=NCCCN(C)C)C.[Cl:41][C:42]1[CH:47]=[CH:46][C:45]([S:48]([NH2:51])(=[O:50])=[O:49])=[CH:44][CH:43]=1.Cl, predict the reaction product. The product is: [Cl:41][C:42]1[CH:43]=[CH:44][C:45]([S:48]([NH:51][C:26](=[O:28])/[CH:25]=[CH:24]/[C:14]2[CH:15]=[CH:16][C:17]([O:19][CH2:20][CH2:21][O:22][CH3:23])=[CH:18][C:13]=2[O:12][C:3]2[C:2]([Cl:1])=[CH:7][C:6]([C:8]([F:11])([F:10])[F:9])=[CH:5][N:4]=2)(=[O:49])=[O:50])=[CH:46][CH:47]=1. (7) Given the reactants [CH:1]1([NH:4][C:5]2[C:6]([CH3:18])=[C:7]([CH:11]=[CH:12][C:13]=2[S:14]([CH3:17])(=[O:16])=[O:15])[C:8]([OH:10])=O)[CH2:3][CH2:2]1.[OH:19][C:20]1[N:24]([CH3:25])[N:23]=[CH:22][CH:21]=1.Cl.CN(C)CCCN=C=NCC.CCN(CC)CC.[Si](C#N)(C)(C)C.[C-]#N.[K+], predict the reaction product. The product is: [CH:1]1([NH:4][C:5]2[C:6]([CH3:18])=[C:7]([CH:11]=[CH:12][C:13]=2[S:14]([CH3:17])(=[O:16])=[O:15])[C:8]([C:21]2[CH:22]=[N:23][N:24]([CH3:25])[C:20]=2[OH:19])=[O:10])[CH2:2][CH2:3]1. (8) Given the reactants [CH3:1][O:2][C:3]1[CH:7]=[C:6]([C:8](OC)=[O:9])[O:5][N:4]=1.[BH4-].[Na+].O, predict the reaction product. The product is: [CH3:1][O:2][C:3]1[CH:7]=[C:6]([CH2:8][OH:9])[O:5][N:4]=1. (9) Given the reactants Br[C:2]1[CH:3]=[C:4]([C:22]([OH:28])([CH3:27])[C:23]([F:26])([F:25])[F:24])[CH:5]=[CH:6][C:7]=1[N:8]1[CH2:13][CH2:12][N:11]([S:14]([C:17]2[S:18][CH:19]=[CH:20][CH:21]=2)(=[O:16])=[O:15])[CH2:10][CH2:9]1.C(NC(C)C)(C)C.C[Si](C)(C)[C:38]#[C:39][C:40]1([CH3:44])[CH2:43][O:42][CH2:41]1, predict the reaction product. The product is: [F:24][C:23]([F:26])([F:25])[C:22]([C:4]1[CH:5]=[CH:6][C:7]([N:8]2[CH2:13][CH2:12][N:11]([S:14]([C:17]3[S:18][CH:19]=[CH:20][CH:21]=3)(=[O:16])=[O:15])[CH2:10][CH2:9]2)=[C:2]([C:38]#[C:39][C:40]2([CH3:44])[CH2:43][O:42][CH2:41]2)[CH:3]=1)([OH:28])[CH3:27].